From a dataset of Full USPTO retrosynthesis dataset with 1.9M reactions from patents (1976-2016). Predict the reactants needed to synthesize the given product. (1) Given the product [CH:30]1([NH:33][C:2]2[N:11]=[C:10]([NH:12][CH2:13][C:14]3[CH:15]=[CH:16][C:17]([NH:20][C:21](=[O:29])[C:22]4[CH:23]=[CH:24][C:25]([F:28])=[CH:26][CH:27]=4)=[CH:18][CH:19]=3)[C:9]3[C:4](=[CH:5][CH:6]=[CH:7][CH:8]=3)[N:3]=2)[CH2:32][CH2:31]1, predict the reactants needed to synthesize it. The reactants are: Cl[C:2]1[N:11]=[C:10]([NH:12][CH2:13][C:14]2[CH:19]=[CH:18][C:17]([NH:20][C:21](=[O:29])[C:22]3[CH:27]=[CH:26][C:25]([F:28])=[CH:24][CH:23]=3)=[CH:16][CH:15]=2)[C:9]2[C:4](=[CH:5][CH:6]=[CH:7][CH:8]=2)[N:3]=1.[CH:30]1([NH2:33])[CH2:32][CH2:31]1. (2) The reactants are: [Cl:1][C:2]1[CH:10]=[CH:9][C:8]([Cl:11])=[CH:7][C:3]=1[C:4]([OH:6])=O.ClC1C=CC(Cl)=CC=1C(Cl)=O.S(Cl)(Cl)=O.[CH3:27][O:28][CH2:29][CH2:30][N:31]1[C:35]([CH3:36])=[C:34]([CH3:37])[S:33][C:32]1=[NH:38].CCN(CC)CC. Given the product [Cl:1][C:2]1[CH:10]=[CH:9][C:8]([Cl:11])=[CH:7][C:3]=1[C:4](/[N:38]=[C:32]1\[S:33][C:34]([CH3:37])=[C:35]([CH3:36])[N:31]\1[CH2:30][CH2:29][O:28][CH3:27])=[O:6], predict the reactants needed to synthesize it. (3) Given the product [C:1]([NH:5][S:6]([C:9]1[C:10]([C:15]2[CH:16]=[CH:17][C:18]([NH:21][CH2:22][C:23]3[CH:24]=[N:25][C:26]([CH3:32])=[C:27]([O:31][CH2:34][C:35]4[CH:40]=[CH:39][CH:38]=[C:37]([C:41]#[N:42])[CH:36]=4)[C:28]=3[CH2:29][OH:30])=[CH:19][CH:20]=2)=[CH:11][CH:12]=[CH:13][CH:14]=1)(=[O:8])=[O:7])([CH3:4])([CH3:3])[CH3:2], predict the reactants needed to synthesize it. The reactants are: [C:1]([NH:5][S:6]([C:9]1[C:10]([C:15]2[CH:20]=[CH:19][C:18]([NH:21][CH2:22][C:23]3[CH:24]=[N:25][C:26]([CH3:32])=[C:27]([OH:31])[C:28]=3[CH2:29][OH:30])=[CH:17][CH:16]=2)=[CH:11][CH:12]=[CH:13][CH:14]=1)(=[O:8])=[O:7])([CH3:4])([CH3:3])[CH3:2].Br[CH2:34][C:35]1[CH:40]=[CH:39][CH:38]=[C:37]([C:41]#[N:42])[CH:36]=1.C(=O)([O-])[O-].[K+].[K+].